From a dataset of Experimentally validated miRNA-target interactions with 360,000+ pairs, plus equal number of negative samples. Binary Classification. Given a miRNA mature sequence and a target amino acid sequence, predict their likelihood of interaction. (1) The miRNA is hsa-miR-206 with sequence UGGAAUGUAAGGAAGUGUGUGG. The protein sequence of the target gene is MEPRTGDAADPRGSRGGRGPSPLAGPSARQLLARLDARPLAARAAVDVAALVRRAGATLRLRRKEAVSVLDSADIEVTDSRLPHATIVDHRPQHRWLETCNAPPQLIQGKARSAPKPSQASGHFSVELVRGYAGFGLTLGGGRDVAGDTPLAVRGLLKDGPAQRCGRLEVGDLVLHINGESTQGLTHAQAVERIRAGGPQLHLVIRRPLETHPGKPRGVGEPRKGVVPSWPDRSPDPGGPEVTGSRSSSTSLVQHPPSRTTLKKTRGSPEPSPEAAADGPTVSPPERRAEDPNDQIPGSP.... Result: 0 (no interaction). (2) The miRNA is mmu-miR-3068-5p with sequence UUGGAGUUCAUGCAAGUUCUAACC. The protein sequence of the target gene is MSKPAGSTSRILDIPCKVCGDRSSGKHYGVYACDGCSGFFKRSIRRNRTYVCKSGNQGGCPVDKTHRNQCRACRLKKCLEVNMNKDAVQHERGPRTSTIRKQVALYFRGHKEDNGAAAHFPSTALPAPAFFTAVTQLEPHGLELAAVSATPERQTLVSLAQPTPKYPHEVNGTPMYLYEVATESVCESAARLLFMSIKWAKSVPAFSTLSLQDQLMLLEDAWRELFVLGIAQWAIPVDANTLLAVSGMNTDNTDSQKLNKIISEIQALQEVVARFRQLRLDATEFACLKCIVTFKAVPTH.... Result: 0 (no interaction).